From a dataset of Forward reaction prediction with 1.9M reactions from USPTO patents (1976-2016). Predict the product of the given reaction. (1) Given the reactants [Cl:1][C:2]1[N:3]=[C:4](Cl)[C:5]2[CH:10]=[CH:9][N:8]([S:11]([C:14]3[CH:19]=[CH:18][C:17]([CH3:20])=[CH:16][CH:15]=3)(=[O:13])=[O:12])[C:6]=2[N:7]=1.[NH2:22][C:23]1[CH:31]=[CH:30][C:29]([Cl:32])=[CH:28][C:24]=1[C:25]([NH2:27])=[O:26], predict the reaction product. The product is: [Cl:32][C:29]1[CH:30]=[CH:31][C:23]([NH:22][C:4]2[C:5]3[CH:10]=[CH:9][N:8]([S:11]([C:14]4[CH:19]=[CH:18][C:17]([CH3:20])=[CH:16][CH:15]=4)(=[O:13])=[O:12])[C:6]=3[N:7]=[C:2]([Cl:1])[N:3]=2)=[C:24]([CH:28]=1)[C:25]([NH2:27])=[O:26]. (2) Given the reactants [CH3:1][S:2](Cl)(=[O:4])=[O:3].[OH:6][CH:7]1[CH2:21][C@@H:10]2[CH2:11][N:12]([C:14]([O:16][C:17]([CH3:20])([CH3:19])[CH3:18])=[O:15])[CH2:13][C@@H:9]2[CH2:8]1.C(N(CC)CC)C, predict the reaction product. The product is: [CH3:1][S:2]([O:6][CH:7]1[CH2:21][C@@H:10]2[CH2:11][N:12]([C:14]([O:16][C:17]([CH3:18])([CH3:20])[CH3:19])=[O:15])[CH2:13][C@@H:9]2[CH2:8]1)(=[O:4])=[O:3].